Dataset: Catalyst prediction with 721,799 reactions and 888 catalyst types from USPTO. Task: Predict which catalyst facilitates the given reaction. (1) Reactant: Cl[CH2:2][C:3]1[N:4]=[C:5]([C:9]2[CH:18]=[CH:17][C:12]([C:13]([O:15][CH3:16])=[O:14])=[CH:11][CH:10]=2)[O:6][C:7]=1[CH3:8].[O:19]1[CH2:24][CH2:23][N:22]([CH2:25][CH2:26][CH2:27][C:28]2[CH:33]=[CH:32][C:31]([S:34]([O-:36])=[O:35])=[CH:30][CH:29]=2)[CH2:21][CH2:20]1.[Li+].C(=O)([O-])[O-].[K+].[K+]. Product: [CH3:8][C:7]1[O:6][C:5]([C:9]2[CH:18]=[CH:17][C:12]([C:13]([O:15][CH3:16])=[O:14])=[CH:11][CH:10]=2)=[N:4][C:3]=1[CH2:2][S:34]([C:31]1[CH:32]=[CH:33][C:28]([CH2:27][CH2:26][CH2:25][N:22]2[CH2:23][CH2:24][O:19][CH2:20][CH2:21]2)=[CH:29][CH:30]=1)(=[O:35])=[O:36]. The catalyst class is: 9. (2) Reactant: Cl[C:2]1[C:3]2[N:4]([CH:10]=[CH:11][CH:12]=2)[N:5]=[CH:6][C:7]=1[C:8]#[N:9].[O:13]1[CH2:17][CH2:16][CH:15]([NH2:18])[CH2:14]1.CCN(C(C)C)C(C)C. Product: [O:13]1[CH2:17][CH2:16][CH:15]([NH:18][C:2]2[C:3]3[N:4]([CH:10]=[CH:11][CH:12]=3)[N:5]=[CH:6][C:7]=2[C:8]#[N:9])[CH2:14]1. The catalyst class is: 3. (3) Reactant: [OH:1][C:2]1[C:7]2[NH:8][C:9]([C:11]3[S:12][CH:13]=[CH:14][CH:15]=3)=[N:10][C:6]=2[C:5]([C:16]([NH:18][CH2:19][CH2:20][NH:21][C:22]2[CH:27]=[CH:26][C:25]([N+:28]([O-])=O)=[CH:24][N:23]=2)=[O:17])=[CH:4][CH:3]=1.[ClH:31]. Product: [ClH:31].[NH2:28][C:25]1[CH:26]=[CH:27][C:22]([NH:21][CH2:20][CH2:19][NH:18][C:16]([C:5]2[C:6]3[N:10]=[C:9]([C:11]4[S:12][CH:13]=[CH:14][CH:15]=4)[NH:8][C:7]=3[C:2]([OH:1])=[CH:3][CH:4]=2)=[O:17])=[N:23][CH:24]=1. The catalyst class is: 186. (4) The catalyst class is: 16. Product: [CH3:6][O:5][C:3](=[O:4])[CH:2]([C:13]1[CH:18]=[CH:17][C:16]([C:19]2[CH:24]=[CH:23][CH:22]=[CH:21][CH:20]=2)=[CH:15][C:14]=1[N+:25]([O-:27])=[O:26])[C:1]([O:8][CH3:9])=[O:7]. Reactant: [C:1]([O:8][CH3:9])(=[O:7])[CH2:2][C:3]([O:5][CH3:6])=[O:4].[H-].[Na+].F[C:13]1[CH:18]=[CH:17][C:16]([C:19]2[CH:24]=[CH:23][CH:22]=[CH:21][CH:20]=2)=[CH:15][C:14]=1[N+:25]([O-:27])=[O:26]. (5) Reactant: O=[C:2]1[CH2:7][CH2:6][N:5]([C:8]([O:10][C:11]([CH3:14])([CH3:13])[CH3:12])=[O:9])[CH2:4][CH2:3]1.[NH2:15][C:16]1[CH:25]=[C:24]2[C:19]([CH2:20][N:21]([CH2:35][C:36]3[CH:41]=[CH:40][C:39]([O:42][CH3:43])=[CH:38][CH:37]=3)[C:22](=[O:34])[N:23]2[C:26]2[C:31]([Cl:32])=[CH:30][CH:29]=[CH:28][C:27]=2[Cl:33])=[C:18]([C:44]2[CH:49]=[CH:48][CH:47]=[CH:46][C:45]=2[Cl:50])[CH:17]=1.[BH-](OC(C)=O)(OC(C)=O)OC(C)=O.[Na+]. Product: [Cl:50][C:45]1[CH:46]=[CH:47][CH:48]=[CH:49][C:44]=1[C:18]1[CH:17]=[C:16]([NH:15][CH:2]2[CH2:7][CH2:6][N:5]([C:8]([O:10][C:11]([CH3:14])([CH3:13])[CH3:12])=[O:9])[CH2:4][CH2:3]2)[CH:25]=[C:24]2[C:19]=1[CH2:20][N:21]([CH2:35][C:36]1[CH:37]=[CH:38][C:39]([O:42][CH3:43])=[CH:40][CH:41]=1)[C:22](=[O:34])[N:23]2[C:26]1[C:31]([Cl:32])=[CH:30][CH:29]=[CH:28][C:27]=1[Cl:33]. The catalyst class is: 26. (6) Reactant: [CH:1]([N:4](C(C)C)CC)(C)C.[Cl:10][C:11]1[N:12]=[C:13](Cl)[C:14]2[CH2:19][CH2:18][CH2:17][C:15]=2[N:16]=1.[NH:21]1[CH2:26][CH2:25][CH2:24][C@@H:23]([C:27]([OH:29])=O)[CH2:22]1.Cl.CN.Cl.CN(C)CCCN=C=NCC.O.ON1C2C=CC=CC=2N=N1. Product: [Cl:10][C:11]1[N:12]=[C:13]([N:21]2[CH2:26][CH2:25][CH2:24][C@@H:23]([C:27]([NH:4][CH3:1])=[O:29])[CH2:22]2)[C:14]2[CH2:19][CH2:18][CH2:17][C:15]=2[N:16]=1. The catalyst class is: 526. (7) Product: [NH2:25][C:9]1[CH:8]=[C:7]([CH:1]2[CH2:6][CH2:5][CH2:4][CH2:3][CH2:2]2)[CH:24]=[CH:23][C:10]=1[NH:11][C:12]1[CH:17]=[CH:16][CH:15]=[C:14]([N:18]2[CH:22]=[CH:21][N:20]=[CH:19]2)[CH:13]=1. The catalyst class is: 19. Reactant: [CH:1]1([C:7]2[CH:24]=[CH:23][C:10]([NH:11][C:12]3[CH:17]=[CH:16][CH:15]=[C:14]([N:18]4[CH:22]=[CH:21][N:20]=[CH:19]4)[CH:13]=3)=[C:9]([N+:25]([O-])=O)[CH:8]=2)[CH2:6][CH2:5][CH2:4][CH2:3][CH2:2]1.[H][H]. (8) Reactant: [CH2:1]([C:3]1([N:9]2[CH2:18][C:17]3=[CH:19][NH:20][C:15]4[C:16]3=[C:11]([CH:12]=[CH:13][N:14]=4)[C:10]2=[O:21])[CH2:8][CH2:7][NH:6][CH2:5][CH2:4]1)[CH3:2].[C:22](O)(=[O:25])[CH2:23][CH3:24].CN(C(ON1N=NC2C=CC=NC1=2)=[N+](C)C)C.F[P-](F)(F)(F)(F)F. Product: [CH2:1]([C:3]1([N:9]2[CH2:18][C:17]3=[CH:19][NH:20][C:15]4[C:16]3=[C:11]([CH:12]=[CH:13][N:14]=4)[C:10]2=[O:21])[CH2:8][CH2:7][N:6]([C:22](=[O:25])[CH2:23][CH3:24])[CH2:5][CH2:4]1)[CH3:2]. The catalyst class is: 456. (9) Reactant: [CH3:1][O:2][C:3](=[O:19])[C:4]1[CH:9]=[C:8](Cl)[N:7]=[C:6]([O:11][CH2:12][C:13]2[CH:18]=[CH:17][CH:16]=[CH:15][CH:14]=2)[CH:5]=1.C1(P(C2C=CC=CC=2)C2C=CC3C(=CC=CC=3)C=2C2C3C(=CC=CC=3)C=CC=2P(C2C=CC=CC=2)C2C=CC=CC=2)C=CC=CC=1.C(=O)([O-])[O-].[Cs+].[Cs+].[C@H:72]([NH2:76])([CH2:74][CH3:75])[CH3:73]. Product: [CH3:1][O:2][C:3](=[O:19])[C:4]1[CH:9]=[C:8]([NH:76][CH:72]([CH2:74][CH3:75])[CH3:73])[N:7]=[C:6]([O:11][CH2:12][C:13]2[CH:18]=[CH:17][CH:16]=[CH:15][CH:14]=2)[CH:5]=1. The catalyst class is: 164. (10) Reactant: C(OOC(=O)C1C=CC=CC=1)(=O)C1C=CC=CC=1.C1C=CC=CC=1.[Br:25][C:26]1[CH:31]=[C:30]([C:32]([F:35])([F:34])[F:33])[CH:29]=[CH:28][C:27]=1[CH3:36].C1C(=O)N([Br:44])C(=O)C1. Product: [Br:25][C:26]1[CH:31]=[C:30]([C:32]([F:33])([F:34])[F:35])[CH:29]=[CH:28][C:27]=1[CH2:36][Br:44]. The catalyst class is: 25.